This data is from Forward reaction prediction with 1.9M reactions from USPTO patents (1976-2016). The task is: Predict the product of the given reaction. (1) Given the reactants [NH2:1][C:2]1[CH:3]=[CH:4][C:5]([F:17])=[C:6]([C@:8]2([CH3:16])[C@H:13]([F:14])[CH2:12][O:11][C:10]([NH2:15])=[N:9]2)[CH:7]=1.[Cl:18][C:19]1[C:20]([C:29](O)=[O:30])=[N:21][CH:22]=[C:23]([C:25]([F:28])([F:27])[F:26])[CH:24]=1, predict the reaction product. The product is: [NH2:15][C:10]1[O:11][CH2:12][C@@H:13]([F:14])[C@:8]([C:6]2[CH:7]=[C:2]([NH:1][C:29]([C:20]3[C:19]([Cl:18])=[CH:24][C:23]([C:25]([F:27])([F:26])[F:28])=[CH:22][N:21]=3)=[O:30])[CH:3]=[CH:4][C:5]=2[F:17])([CH3:16])[N:9]=1. (2) Given the reactants [N:1]1[CH:6]=[CH:5][CH:4]=[N:3][C:2]=1[N:7]1[CH2:12][CH2:11][N:10]2[CH2:13][CH:14]([CH2:17][C:18]#N)[CH2:15][CH2:16][CH:9]2[CH2:8]1.[F:20][C:21]1[CH:26]=[CH:25][C:24]([Mg]Br)=[CH:23][CH:22]=1.S(=O)(=O)(O)[OH:30].C(=O)([O-])[O-:35].[Na+].[Na+], predict the reaction product. The product is: [OH-:30].[NH4+:1].[F:20][C:21]1[CH:26]=[CH:25][C:24]([C:18](=[O:35])[CH2:17][CH:14]2[CH2:13][N:10]3[CH2:11][CH2:12][N:7]([C:2]4[N:1]=[CH:6][CH:5]=[CH:4][N:3]=4)[CH2:8][CH:9]3[CH2:16][CH2:15]2)=[CH:23][CH:22]=1. (3) Given the reactants [Cl:1][C:2]1[CH:3]=[C:4]([N:8]2[C:12](=[O:13])[C:11]([C:14]3[CH:19]=[CH:18][CH:17]=[CH:16][CH:15]=3)=[C:10](O)[C:9]2=[O:21])[CH:5]=[CH:6][CH:7]=1.C(Cl)(=O)C([Cl:25])=O, predict the reaction product. The product is: [Cl:25][C:10]1[C:9](=[O:21])[N:8]([C:4]2[CH:5]=[CH:6][CH:7]=[C:2]([Cl:1])[CH:3]=2)[C:12](=[O:13])[C:11]=1[C:14]1[CH:19]=[CH:18][CH:17]=[CH:16][CH:15]=1.